Dataset: NCI-60 drug combinations with 297,098 pairs across 59 cell lines. Task: Regression. Given two drug SMILES strings and cell line genomic features, predict the synergy score measuring deviation from expected non-interaction effect. (1) Drug 2: C(CC(=O)O)C(=O)CN.Cl. Cell line: NCI/ADR-RES. Drug 1: CC1=C(C=C(C=C1)C(=O)NC2=CC(=CC(=C2)C(F)(F)F)N3C=C(N=C3)C)NC4=NC=CC(=N4)C5=CN=CC=C5. Synergy scores: CSS=1.40, Synergy_ZIP=3.36, Synergy_Bliss=-3.09, Synergy_Loewe=-3.76, Synergy_HSA=-4.96. (2) Drug 1: C1CC(=O)NC(=O)C1N2CC3=C(C2=O)C=CC=C3N. Drug 2: COC1=NC(=NC2=C1N=CN2C3C(C(C(O3)CO)O)O)N. Cell line: SF-295. Synergy scores: CSS=3.56, Synergy_ZIP=0.731, Synergy_Bliss=1.95, Synergy_Loewe=-3.67, Synergy_HSA=1.30. (3) Drug 1: COC1=C(C=C2C(=C1)N=CN=C2NC3=CC(=C(C=C3)F)Cl)OCCCN4CCOCC4. Drug 2: C1=CN(C(=O)N=C1N)C2C(C(C(O2)CO)O)O.Cl. Cell line: A549. Synergy scores: CSS=57.5, Synergy_ZIP=1.59, Synergy_Bliss=1.02, Synergy_Loewe=4.39, Synergy_HSA=8.10. (4) Drug 1: C1=NC2=C(N1)C(=S)N=C(N2)N. Drug 2: CCC1(CC2CC(C3=C(CCN(C2)C1)C4=CC=CC=C4N3)(C5=C(C=C6C(=C5)C78CCN9C7C(C=CC9)(C(C(C8N6C)(C(=O)OC)O)OC(=O)C)CC)OC)C(=O)OC)O.OS(=O)(=O)O. Cell line: U251. Synergy scores: CSS=33.5, Synergy_ZIP=-4.88, Synergy_Bliss=-1.41, Synergy_Loewe=-21.4, Synergy_HSA=0.309. (5) Drug 1: CS(=O)(=O)C1=CC(=C(C=C1)C(=O)NC2=CC(=C(C=C2)Cl)C3=CC=CC=N3)Cl. Drug 2: C1CC(=O)NC(=O)C1N2CC3=C(C2=O)C=CC=C3N. Cell line: SN12C. Synergy scores: CSS=3.92, Synergy_ZIP=-1.97, Synergy_Bliss=-2.37, Synergy_Loewe=-2.08, Synergy_HSA=-2.07. (6) Drug 1: CC=C1C(=O)NC(C(=O)OC2CC(=O)NC(C(=O)NC(CSSCCC=C2)C(=O)N1)C(C)C)C(C)C. Drug 2: CC1=C(C(=CC=C1)Cl)NC(=O)C2=CN=C(S2)NC3=CC(=NC(=N3)C)N4CCN(CC4)CCO. Cell line: TK-10. Synergy scores: CSS=6.51, Synergy_ZIP=-1.80, Synergy_Bliss=-3.82, Synergy_Loewe=-21.0, Synergy_HSA=-2.77. (7) Synergy scores: CSS=0.115, Synergy_ZIP=4.49, Synergy_Bliss=3.70, Synergy_Loewe=-7.15, Synergy_HSA=-1.82. Drug 1: C1=NC2=C(N=C(N=C2N1C3C(C(C(O3)CO)O)O)F)N. Drug 2: C1C(C(OC1N2C=NC(=NC2=O)N)CO)O. Cell line: HCT-15.